Task: Predict the reaction yield, written as a fraction of the theoretical maximum amount of product (1.0 means a 100% yield; for example, 0.34 means a 34% yield).. Dataset: Reaction yield outcomes from USPTO patents with 853,638 reactions (1) The reactants are [NH:1]1[CH2:11][CH2:10][CH:4]([C:5]([O:7]CC)=O)[CH2:3][CH2:2]1.[CH2:12]1[CH2:22][CH2:21]N2[C:15](=NCCC2)[CH2:14][CH2:13]1.Cl[CH2:24][CH2:25]O.S(Cl)(Cl)=O.C(=O)([O-])[O-].[K+].[K+].[C:37]1(C)[CH:42]=[CH:41][CH:40]=[CH:39][CH:38]=1. The catalyst is O. The product is [N:1]12[CH2:2][CH2:3][C:4]([C:5]([C:12]3[CH:13]=[CH:14][CH:15]=[CH:21][CH:22]=3)([C:37]3[CH:38]=[CH:39][CH:40]=[CH:41][CH:42]=3)[OH:7])([CH2:10][CH2:11]1)[CH2:25][CH2:24]2. The yield is 0.500. (2) The reactants are C([O:3][C:4]([C:6]1[CH:7]=[N:8][N:9]([C:11]2[NH:15][C:14]3[CH:16]=[C:17]([Cl:28])[C:18]([S:20][CH2:21][C:22]4[CH:27]=[CH:26][CH:25]=[CH:24][CH:23]=4)=[CH:19][C:13]=3[N:12]=2)[CH:10]=1)=[O:5])C.C1COCC1.O[Li].O. The catalyst is O. The product is [CH2:21]([S:20][C:18]1[C:17]([Cl:28])=[CH:16][C:14]2[NH:15][C:11]([N:9]3[CH:10]=[C:6]([C:4]([OH:5])=[O:3])[CH:7]=[N:8]3)=[N:12][C:13]=2[CH:19]=1)[C:22]1[CH:27]=[CH:26][CH:25]=[CH:24][CH:23]=1. The yield is 0.990. (3) The reactants are [NH2:1][C:2]1[C:7]([S:8]([NH:11][CH3:12])(=[O:10])=[O:9])=[CH:6][C:5]([Br:13])=[CH:4][N:3]=1.[CH2:14]=O.Cl. The catalyst is C(O)(C)C. The product is [Br:13][C:5]1[CH:4]=[N:3][C:2]2[NH:1][CH2:12][N:11]([CH3:14])[S:8](=[O:10])(=[O:9])[C:7]=2[CH:6]=1. The yield is 0.486.